Dataset: Full USPTO retrosynthesis dataset with 1.9M reactions from patents (1976-2016). Task: Predict the reactants needed to synthesize the given product. The reactants are: [CH3:1][C:2]([CH3:26])([CH3:25])[CH2:3][NH:4][C:5]1[N:10]=[C:9]([NH:11][CH3:12])[N:8]=[C:7]([NH:13][C:14]2[CH:15]=[C:16]([CH:21]=[CH:22][C:23]=2[CH3:24])[C:17]([NH:19][CH3:20])=[O:18])[CH:6]=1.C(=O)(O)[O-].[Na+].[Br:32]Br. Given the product [Br:32][C:6]1[C:7]([NH:13][C:14]2[CH:15]=[C:16]([CH:21]=[CH:22][C:23]=2[CH3:24])[C:17]([NH:19][CH3:20])=[O:18])=[N:8][C:9]([NH:11][CH3:12])=[N:10][C:5]=1[NH:4][CH2:3][C:2]([CH3:26])([CH3:25])[CH3:1], predict the reactants needed to synthesize it.